Dataset: Catalyst prediction with 721,799 reactions and 888 catalyst types from USPTO. Task: Predict which catalyst facilitates the given reaction. (1) Reactant: [CH2:1]([N:5]1[N:9]=[C:8]([C:10]([CH3:13])([CH3:12])[CH3:11])[S:7]/[C:6]/1=[N:14]\[C:15]([C:17]1[CH:22]=[C:21]([C:23]([F:26])([F:25])[F:24])[CH:20]=[CH:19][C:18]=1[N:27](C(OC(C)(C)C)=O)/[N:28]=[CH:29]/[C:30]1[CH:35]=[CH:34][CH:33]=[C:32]([CH3:36])[N:31]=1)=[O:16])[CH2:2][CH2:3][CH3:4].FC(F)(F)C(O)=O. Product: [CH2:1]([N:5]1[N:9]=[C:8]([C:10]([CH3:11])([CH3:13])[CH3:12])[S:7]/[C:6]/1=[N:14]\[C:15](=[O:16])[C:17]1[CH:22]=[C:21]([C:23]([F:24])([F:26])[F:25])[CH:20]=[CH:19][C:18]=1[NH:27]/[N:28]=[CH:29]/[C:30]1[CH:35]=[CH:34][CH:33]=[C:32]([CH3:36])[N:31]=1)[CH2:2][CH2:3][CH3:4]. The catalyst class is: 2. (2) Product: [Cl:8][C:20]1[CH:21]=[C:15]([C:11]2[N:10]([CH3:9])[CH:14]=[N:13][N:12]=2)[CH:16]=[CH:17][C:18]=1[NH2:19]. The catalyst class is: 3. Reactant: C1C(=O)N([Cl:8])C(=O)C1.[CH3:9][N:10]1[CH:14]=[N:13][N:12]=[C:11]1[C:15]1[CH:21]=[CH:20][C:18]([NH2:19])=[CH:17][CH:16]=1. (3) Reactant: [C:1]([O:5][C:6]([NH:8][CH2:9][C@H:10]1[CH2:15][CH2:14][C@H:13]([C:16]2[CH:21]=[CH:20][C:19]([NH:22]C(=O)OCC3C=CC=CC=3)=[CH:18][CH:17]=2)[CH2:12][CH2:11]1)=[O:7])([CH3:4])([CH3:3])[CH3:2]. Product: [NH2:22][C:19]1[CH:18]=[CH:17][C:16]([C@H:13]2[CH2:12][CH2:11][C@H:10]([CH2:9][NH:8][C:6](=[O:7])[O:5][C:1]([CH3:3])([CH3:2])[CH3:4])[CH2:15][CH2:14]2)=[CH:21][CH:20]=1. The catalyst class is: 579. (4) Reactant: [F:1][C:2]1[C:7]([NH2:8])=[C:6]([CH3:9])[C:5]([B:10]2[O:14][C:13]([CH3:16])([CH3:15])[C:12]([CH3:18])([CH3:17])[O:11]2)=[CH:4][CH:3]=1.C(Cl)Cl.[S:22]1[C:26]([C:27](Cl)=[O:28])=[CH:25][C:24]2[CH:30]=[CH:31][CH:32]=[CH:33][C:23]1=2.Cl. Product: [F:1][C:2]1[C:7]([NH:8][C:27]([C:26]2[S:22][C:23]3[CH:33]=[CH:32][CH:31]=[CH:30][C:24]=3[CH:25]=2)=[O:28])=[C:6]([CH3:9])[C:5]([B:10]2[O:14][C:13]([CH3:16])([CH3:15])[C:12]([CH3:18])([CH3:17])[O:11]2)=[CH:4][CH:3]=1. The catalyst class is: 17. (5) Reactant: C1N2CN3CN(C2)CN1C3.[C:11](O)(C(F)(F)F)=[O:12].[CH2:18]([O:21][C:22](=[O:38])[NH:23][CH2:24][CH2:25][C:26]1[C:35]2[C:30](=[CH:31][C:32]([OH:36])=[CH:33][CH:34]=2)[O:29][C:28](=[O:37])[CH:27]=1)[CH:19]=[CH2:20].[N+3].[C:40](=O)([O-])N.C(=O)([O-])N.C(=O)([O-])N. Product: [CH:11]([C:31]1[C:30]2[O:29][C:28](=[O:37])[C:27]3[CH2:40][N:23]([C:22]([O:21][CH2:18][CH:19]=[CH2:20])=[O:38])[CH2:24][CH2:25][C:26]=3[C:35]=2[CH:34]=[CH:33][C:32]=1[OH:36])=[O:12]. The catalyst class is: 15.